This data is from Catalyst prediction with 721,799 reactions and 888 catalyst types from USPTO. The task is: Predict which catalyst facilitates the given reaction. (1) Reactant: [H-].[Na+].[CH2:3]1[C:12]2[C:7](=[CH:8][CH:9]=[CH:10][CH:11]=2)[CH2:6][CH2:5][CH:4]1[NH:13][C:14](=[O:35])/[C:15](=[CH:20]/[C:21]1[CH:26]=[CH:25][C:24]([N:27]2[CH:31]=[C:30]([CH3:32])[N:29]=[CH:28]2)=[C:23]([O:33][CH3:34])[CH:22]=1)/[CH2:16][CH2:17][CH2:18]Cl.C(=O)(O)[O-].[Na+].C(OCC)(=O)C. Product: [CH3:34][O:33][C:23]1[CH:22]=[C:21]([CH:26]=[CH:25][C:24]=1[N:27]1[CH:31]=[C:30]([CH3:32])[N:29]=[CH:28]1)/[CH:20]=[C:15]1/[C:14](=[O:35])[N:13]([CH:4]2[CH2:5][CH2:6][C:7]3[C:12](=[CH:11][CH:10]=[CH:9][CH:8]=3)[CH2:3]2)[CH2:18][CH2:17][CH2:16]/1. The catalyst class is: 3. (2) Reactant: [CH2:1]([O:3][C:4]([NH:6][C:7]1[CH:8]=[C:9]([CH:27]=[CH:28][CH:29]=1)[CH2:10][N:11]1[C:16](=[O:17])[CH:15]=[CH:14][C:13]([C:18]2[CH:19]=[C:20]([CH:24]=[CH:25][CH:26]=2)[C:21](O)=[O:22])=[N:12]1)=[O:5])[CH3:2].Cl. Product: [CH2:1]([O:3][C:4](=[O:5])[NH:6][C:7]1[CH:29]=[CH:28][CH:27]=[C:9]([CH2:10][N:11]2[C:16](=[O:17])[CH:15]=[CH:14][C:13]([C:18]3[CH:26]=[CH:25][CH:24]=[C:20]([CH2:21][OH:22])[CH:19]=3)=[N:12]2)[CH:8]=1)[CH3:2]. The catalyst class is: 1. (3) Reactant: [NH2:1][C:2]1[C:11]2=[CH:12][N:13]([CH:15]3[C:19]([OH:21])([CH3:20])[CH:18]([OH:22])[CH:17]([C:23]([C:36]4[CH:41]=[CH:40][CH:39]=[CH:38][CH:37]=4)([C:30]4[CH:35]=[CH:34][CH:33]=[CH:32][CH:31]=4)[O:24][SiH2:25][C:26]([CH3:29])([CH3:28])[CH3:27])[O:16]3)[N:14]=[C:9]3[C:10]2=[C:4]([C:5](=[O:42])[NH:6][N:7]=[CH:8]3)[CH:3]=1.[C:43](Cl)(=[O:47])[CH:44]([CH3:46])[CH3:45]. Product: [NH2:1][C:2]1[C:11]2=[CH:12][N:13]([CH:15]3[O:16][CH:17]([C:23]([C:30]4[CH:31]=[CH:32][CH:33]=[CH:34][CH:35]=4)([C:36]4[CH:37]=[CH:38][CH:39]=[CH:40][CH:41]=4)[O:24][SiH2:25][C:26]([CH3:27])([CH3:28])[CH3:29])[CH:18]([O:22][C:43](=[O:47])[CH:44]([CH3:46])[CH3:45])[C:19]3([OH:21])[CH3:20])[N:14]=[C:9]3[C:10]2=[C:4]([C:5](=[O:42])[NH:6][N:7]=[CH:8]3)[CH:3]=1. The catalyst class is: 383. (4) Reactant: [Cl:1][C:2]1[CH:3]=[C:4]([CH2:8][CH:9]([C:13]([O:15][CH3:16])=[O:14])[C:10](O)=[O:11])[CH:5]=[CH:6][CH:7]=1.S(Cl)([Cl:19])=O.CN(C)C=O. Product: [Cl:19][C:10]([CH:9]([CH2:8][C:4]1[CH:5]=[CH:6][CH:7]=[C:2]([Cl:1])[CH:3]=1)[C:13]([O:15][CH3:16])=[O:14])=[O:11]. The catalyst class is: 26. (5) Reactant: C(OC([N:8]1[CH2:13][CH2:12][CH2:11][C@H:10]([NH:14][CH2:15][C:16]2[CH:17]=[C:18]3[C:22](=[CH:23][C:24]=2[O:25][CH3:26])[CH2:21][O:20][C:19]3([C:31]2[CH:36]=[CH:35][CH:34]=[CH:33][CH:32]=2)[C:27]([F:30])([F:29])[F:28])[C@@H:9]1[C:37]1[CH:42]=[CH:41][CH:40]=[CH:39][CH:38]=1)=O)(C)(C)C.Cl.[OH-].[Na+]. Product: [CH3:26][O:25][C:24]1[CH:23]=[C:22]2[C:18]([C:19]([C:31]3[CH:32]=[CH:33][CH:34]=[CH:35][CH:36]=3)([C:27]([F:30])([F:28])[F:29])[O:20][CH2:21]2)=[CH:17][C:16]=1[CH2:15][NH:14][C@H:10]1[CH2:11][CH2:12][CH2:13][NH:8][C@H:9]1[C:37]1[CH:42]=[CH:41][CH:40]=[CH:39][CH:38]=1. The catalyst class is: 13.